Dataset: Full USPTO retrosynthesis dataset with 1.9M reactions from patents (1976-2016). Task: Predict the reactants needed to synthesize the given product. (1) Given the product [ClH:1].[ClH:1].[NH:2]1[C:6]2[CH:7]=[CH:8][CH:9]=[CH:10][C:5]=2[N:4]=[C:3]1[C@H:11]([NH:21][C:31]([NH:30][CH2:29][CH2:28][CH:24]1[CH2:25][CH2:26][CH2:27][N:23]1[CH3:22])=[O:32])[CH2:12][C:13]1[CH:18]=[CH:17][C:16]([O:19][CH3:20])=[CH:15][CH:14]=1, predict the reactants needed to synthesize it. The reactants are: [ClH:1].[NH:2]1[C:6]2[CH:7]=[CH:8][CH:9]=[CH:10][C:5]=2[N:4]=[C:3]1[C@H:11]([NH2:21])[CH2:12][C:13]1[CH:18]=[CH:17][C:16]([O:19][CH3:20])=[CH:15][CH:14]=1.[CH3:22][N:23]1[CH2:27][CH2:26][CH2:25][CH:24]1[CH2:28][CH2:29][NH2:30].[C:31](O)(C(F)(F)F)=[O:32]. (2) Given the product [CH3:39][O:38][C:19]1[CH:20]=[C:21]2[C:16](=[CH:17][C:18]=1[O:40][CH3:41])[N:15]=[C:14]([CH:11]1[CH2:12][CH:10]1[CH3:9])[N:23]=[C:22]2[N:24]1[CH2:29][CH2:28][N:27]([C:30]2[CH:35]=[CH:34][CH:33]=[CH:32][C:31]=2[O:36][CH3:37])[CH2:26][CH2:25]1, predict the reactants needed to synthesize it. The reactants are: C(OC(N1C[CH2:12][CH:11]([C:14]2[N:23]=[C:22]([N:24]3[CH2:29][CH2:28][N:27]([C:30]4[CH:35]=[CH:34][CH:33]=[CH:32][C:31]=4[O:36][CH3:37])[CH2:26][CH2:25]3)[C:21]3[C:16](=[CH:17][C:18]([O:40][CH3:41])=[C:19]([O:38][CH3:39])[CH:20]=3)[N:15]=2)[CH2:10][CH2:9]1)=O)(C)(C)C.CC1CC1C(O)=O. (3) Given the product [C:20]([SiH2:24][O:25][C:26]([CH3:51])([CH3:52])[CH:27]1[CH2:32][O:31][C:30]2=[C:33]([CH:38]=[CH:39][C:40]3[CH:41]=[CH:42][C:43]([N:46]([CH2:49][CH3:50])[CH2:47][CH3:48])=[CH:44][CH:45]=3)[S:34][C:35]([CH:36]=[CH:12][C:11]3[C:10]([CH3:13])([CH3:14])[O:9][C:8](=[C:15]([C:16]#[N:17])[C:18]#[N:19])[C:7]=3[C:5]#[N:6])=[C:29]2[O:28]1)([CH3:23])([CH3:22])[CH3:21], predict the reactants needed to synthesize it. The reactants are: C(Cl)(Cl)Cl.[C:5]([C:7]1[C:8](=[C:15]([C:18]#[N:19])[C:16]#[N:17])[O:9][C:10]([CH3:14])([CH3:13])[C:11]=1[CH3:12])#[N:6].[C:20]([SiH2:24][O:25][C:26]([CH3:52])([CH3:51])[CH:27]1[CH2:32][O:31][C:30]2=[C:33]([CH:38]=[CH:39][C:40]3[CH:45]=[CH:44][C:43]([N:46]([CH2:49][CH3:50])[CH2:47][CH3:48])=[CH:42][CH:41]=3)[S:34][C:35]([CH:36]=O)=[C:29]2[O:28]1)([CH3:23])([CH3:22])[CH3:21]. (4) Given the product [F:10][C:5]1[CH:6]=[CH:7][CH:8]=[CH:9][C:4]=1[N:1]1[C:13]([CH2:12][N:20]2[CH2:25][CH2:24][O:23][CH2:22][CH2:21]2)=[C:14]([C:15]([O:17][CH3:18])=[O:16])[N:3]=[N:2]1, predict the reactants needed to synthesize it. The reactants are: [N:1]([C:4]1[CH:9]=[CH:8][CH:7]=[CH:6][C:5]=1[F:10])=[N+:2]=[N-:3].Cl[CH2:12][C:13](=O)[CH2:14][C:15]([O:17][CH3:18])=[O:16].[NH:20]1[CH2:25][CH2:24][O:23][CH2:22][CH2:21]1. (5) The reactants are: [Cl-].[C:2]([CH2:5][N+]1C=CC=CC=1)(=[O:4])[NH2:3].[CH:12]([C:14](=[CH:17][C:18]1[CH:23]=[CH:22][CH:21]=[CH:20][C:19]=1[CH3:24])[C:15]#[N:16])=O.C(N(CC)CC)C.[Cl-].ClC=[N+](C)C. Given the product [OH:4][C:2]1[CH:5]=[C:17]([C:18]2[CH:23]=[CH:22][CH:21]=[CH:20][C:19]=2[CH3:24])[C:14]([C:15]#[N:16])=[CH:12][N:3]=1, predict the reactants needed to synthesize it. (6) Given the product [NH2:1][C:2]([C:8]1[CH:13]=[CH:12][CH:11]=[CH:10][CH:9]=1)([CH3:7])[CH2:3][OH:4], predict the reactants needed to synthesize it. The reactants are: [NH2:1][C:2]([C:8]1[CH:13]=[CH:12][CH:11]=[CH:10][CH:9]=1)([CH3:7])[C:3](OC)=[O:4].[BH4-].[Na+]. (7) The reactants are: [Cl:1][C:2]1[CH:3]=[CH:4][C:5]([O:41][CH:42]([F:44])[F:43])=[C:6]([C:8]2[C:12]([NH:13][C:14]([C:16]3[CH:17]=[N:18][N:19]4[CH:24]=[CH:23][CH:22]=[N:21][C:20]=34)=[O:15])=[CH:11][N:10]([CH2:25][CH2:26][N:27]([CH2:34][C:35]3[CH:36]=[N:37][CH:38]=[CH:39][CH:40]=3)[CH2:28][C:29]([O:31]CC)=[O:30])[N:9]=2)[CH:7]=1.[OH-].[Na+].Cl. Given the product [Cl:1][C:2]1[CH:3]=[CH:4][C:5]([O:41][CH:42]([F:43])[F:44])=[C:6]([C:8]2[C:12]([NH:13][C:14]([C:16]3[CH:17]=[N:18][N:19]4[CH:24]=[CH:23][CH:22]=[N:21][C:20]=34)=[O:15])=[CH:11][N:10]([CH2:25][CH2:26][N:27]([CH2:34][C:35]3[CH:36]=[N:37][CH:38]=[CH:39][CH:40]=3)[CH2:28][C:29]([OH:31])=[O:30])[N:9]=2)[CH:7]=1, predict the reactants needed to synthesize it. (8) The reactants are: [C:1]([O:5][C:6](=[O:14])[NH:7][C:8]1[NH:9][N:10]=[C:11]([NH2:13])[CH:12]=1)([CH3:4])([CH3:3])[CH3:2].[C:15]([C:18]1[CH:19]=[C:20]([N:24]=[C:25]=[S:26])[CH:21]=[CH:22][CH:23]=1)(=[O:17])[CH3:16]. Given the product [C:1]([O:5][C:6](=[O:14])[NH:7][C:8]1[CH:12]=[C:11]([NH:13][C:25]([NH:24][C:20]2[CH:21]=[CH:22][CH:23]=[C:18]([C:15](=[O:17])[CH3:16])[CH:19]=2)=[S:26])[NH:10][N:9]=1)([CH3:4])([CH3:2])[CH3:3], predict the reactants needed to synthesize it.